From a dataset of Catalyst prediction with 721,799 reactions and 888 catalyst types from USPTO. Predict which catalyst facilitates the given reaction. Reactant: [CH3:1][O:2][C:3]([C:5]1[CH:9]=[CH:8][O:7][C:6]=1[C:10]1[CH:15]=[CH:14][CH:13]=[C:12]([N+:16]([O-])=O)[CH:11]=1)=[O:4].[H][H]. Product: [CH3:1][O:2][C:3]([C:5]1[CH:9]=[CH:8][O:7][C:6]=1[C:10]1[CH:15]=[CH:14][CH:13]=[C:12]([NH2:16])[CH:11]=1)=[O:4]. The catalyst class is: 19.